From a dataset of Reaction yield outcomes from USPTO patents with 853,638 reactions. Predict the reaction yield, written as a fraction of the theoretical maximum amount of product (1.0 means a 100% yield; for example, 0.34 means a 34% yield). The reactants are [O:1]=[C:2]1[C:10]2[CH:9]=[C:8]([C:11]([OH:13])=[O:12])[S:7][C:6]=2[CH2:5][CH2:4][CH2:3]1.C1CCCCC1.ClC(Cl)(Cl)C(=N)O[C:24]([CH3:27])([CH3:26])[CH3:25]. The catalyst is B(F)(F)F.CCOCC.ClCCl. The product is [C:24]([O:12][C:11]([C:8]1[S:7][C:6]2[CH2:5][CH2:4][CH2:3][C:2](=[O:1])[C:10]=2[CH:9]=1)=[O:13])([CH3:27])([CH3:26])[CH3:25]. The yield is 0.890.